Dataset: Full USPTO retrosynthesis dataset with 1.9M reactions from patents (1976-2016). Task: Predict the reactants needed to synthesize the given product. Given the product [F:31][C:32]1[CH:37]=[C:36]([F:38])[C:35]([F:39])=[CH:34][C:33]=1[NH:40][C:41](=[O:68])[NH:42][C:43]1[CH:44]=[CH:45][C:46]([C:49]2[S:53][C:52]([C:54]34[CH2:63][CH:58]5[CH2:59][CH:60]([CH2:62][C:56]([C:64]([OH:66])=[O:65])([CH2:57]5)[CH2:55]3)[CH2:61]4)=[N:51][CH:50]=2)=[CH:47][CH:48]=1, predict the reactants needed to synthesize it. The reactants are: FC(F)(F)C1C=C(NC(=O)NC2C=CC(C3SC(CCC(O)=O)=NC=3)=CC=2)C=CC=1.[F:31][C:32]1[CH:37]=[C:36]([F:38])[C:35]([F:39])=[CH:34][C:33]=1[NH:40][C:41](=[O:68])[NH:42][C:43]1[CH:48]=[CH:47][C:46]([C:49]2[S:53][C:52]([C:54]34[CH2:63][CH:58]5[CH2:59][CH:60]([CH2:62][C:56]([C:64]([O:66]C)=[O:65])([CH2:57]5)[CH2:55]3)[CH2:61]4)=[N:51][CH:50]=2)=[CH:45][CH:44]=1.